Task: Predict the reactants needed to synthesize the given product.. Dataset: Full USPTO retrosynthesis dataset with 1.9M reactions from patents (1976-2016) Given the product [NH2:14][C:12]1[S:13][C:2]([CH3:10])=[C:3]([C:4]([O:6][CH2:7][CH3:8])=[O:5])[N:11]=1, predict the reactants needed to synthesize it. The reactants are: Br[CH:2]([CH3:10])[C:3](=O)[C:4]([O:6][CH2:7][CH3:8])=[O:5].[NH2:11][C:12]([NH2:14])=[S:13].